From a dataset of Reaction yield outcomes from USPTO patents with 853,638 reactions. Predict the reaction yield, written as a fraction of the theoretical maximum amount of product (1.0 means a 100% yield; for example, 0.34 means a 34% yield). (1) The reactants are [CH:1]1[C:6]([C:7]2[CH:13]=[C:12]([NH2:14])[C:10](=[O:11])[NH:9][CH:8]=2)=[CH:5][CH:4]=[N:3][CH:2]=1.[C:15]([C:19]1[CH:27]=[CH:26][C:22]([C:23](Cl)=[O:24])=[CH:21][CH:20]=1)([CH3:18])([CH3:17])[CH3:16]. The catalyst is N1C=CC=CC=1. The product is [C:15]([C:19]1[CH:20]=[CH:21][C:22]([C:23]([NH:14][C:12]2[C:10](=[O:11])[NH:9][CH:8]=[C:7]([C:6]3[CH:1]=[CH:2][N:3]=[CH:4][CH:5]=3)[CH:13]=2)=[O:24])=[CH:26][CH:27]=1)([CH3:18])([CH3:16])[CH3:17]. The yield is 0.0900. (2) The reactants are [Cl:1][C:2]1[CH:7]=[C:6]([C:8](Cl)=[O:9])[CH:5]=[CH:4][N:3]=1.C(N(CC)CC)C.[C:18]([O:22][C:23]([N:25]1[CH2:30][CH2:29][C:28]2([C:38]3[C:33](=[CH:34][CH:35]=[C:36]([F:39])[CH:37]=3)[NH:32][CH2:31]2)[CH2:27][CH2:26]1)=[O:24])([CH3:21])([CH3:20])[CH3:19]. The catalyst is ClCCl. The product is [Cl:1][C:2]1[CH:7]=[C:6]([C:8]([N:32]2[C:33]3[C:38](=[CH:37][C:36]([F:39])=[CH:35][CH:34]=3)[C:28]3([CH2:29][CH2:30][N:25]([C:23]([O:22][C:18]([CH3:21])([CH3:20])[CH3:19])=[O:24])[CH2:26][CH2:27]3)[CH2:31]2)=[O:9])[CH:5]=[CH:4][N:3]=1. The yield is 0.730. (3) The reactants are [I:1][C:2]1[CH:3]=[N:4][C:5]2[C:10]([CH:11]=1)=[N:9][CH:8]=[CH:7][CH:6]=2.ClC1C=C(C=CC=1)C(OO)=[O:17].C(=O)([O-])[O-].[Na+].[Na+]. The catalyst is C(Cl)Cl. The product is [I:1][C:2]1[CH:11]=[C:10]2[C:5]([CH:6]=[CH:7][CH:8]=[N+:9]2[O-:17])=[N:4][CH:3]=1. The yield is 0.540.